From a dataset of Full USPTO retrosynthesis dataset with 1.9M reactions from patents (1976-2016). Predict the reactants needed to synthesize the given product. The reactants are: C([O:8][C:9]1[CH:40]=[CH:39][C:12]([C:13]([NH:15][C:16]([CH3:38])([CH3:37])[C:17](=[O:36])[N:18]2[CH2:23][CH2:22][N:21]([C:24](=[O:35])[C:25]3[CH:30]=[CH:29][CH:28]=[CH:27][C:26]=3[C:31]([F:34])([F:33])[F:32])[CH2:20][CH2:19]2)=[O:14])=[CH:11][CH:10]=1)C1C=CC=CC=1.CO. Given the product [CH3:38][C:16]([NH:15][C:13](=[O:14])[C:12]1[CH:11]=[CH:10][C:9]([OH:8])=[CH:40][CH:39]=1)([CH3:37])[C:17](=[O:36])[N:18]1[CH2:19][CH2:20][N:21]([C:24](=[O:35])[C:25]2[CH:30]=[CH:29][CH:28]=[CH:27][C:26]=2[C:31]([F:32])([F:34])[F:33])[CH2:22][CH2:23]1, predict the reactants needed to synthesize it.